This data is from Forward reaction prediction with 1.9M reactions from USPTO patents (1976-2016). The task is: Predict the product of the given reaction. (1) Given the reactants [CH3:1][O:2][C:3]1[C:4]([CH3:12])=[C:5]([CH:9]=[CH:10][CH:11]=1)[C:6](O)=[O:7].C(Cl)(=O)C([Cl:16])=O, predict the reaction product. The product is: [CH3:1][O:2][C:3]1[C:4]([CH3:12])=[C:5]([CH:9]=[CH:10][CH:11]=1)[C:6]([Cl:16])=[O:7]. (2) Given the reactants [BH4-].[Na+].[F:3][C:4]([F:15])([F:14])[C:5]1[CH:10]=[CH:9][C:8]([CH2:11][CH:12]=[O:13])=[CH:7][CH:6]=1, predict the reaction product. The product is: [F:3][C:4]([F:14])([F:15])[C:5]1[CH:6]=[CH:7][C:8]([CH2:11][CH2:12][OH:13])=[CH:9][CH:10]=1.